From a dataset of Peptide-MHC class II binding affinity with 134,281 pairs from IEDB. Regression. Given a peptide amino acid sequence and an MHC pseudo amino acid sequence, predict their binding affinity value. This is MHC class II binding data. (1) The peptide sequence is AKLMRDIPFRVGAVV. The binding affinity (normalized) is 0.594. The MHC is HLA-DQA10101-DQB10501 with pseudo-sequence HLA-DQA10101-DQB10501. (2) The peptide sequence is YASGKVWGQKYFKGN. The MHC is HLA-DQA10102-DQB10602 with pseudo-sequence HLA-DQA10102-DQB10602. The binding affinity (normalized) is 0.270.